Dataset: Full USPTO retrosynthesis dataset with 1.9M reactions from patents (1976-2016). Task: Predict the reactants needed to synthesize the given product. (1) Given the product [CH3:1][O:2][C:3](=[O:14])[C:4]1[CH:9]=[CH:8][C:7]([C:10]2[N:15]=[C:16]([NH2:18])[S:17][CH:11]=2)=[CH:6][CH:5]=1, predict the reactants needed to synthesize it. The reactants are: [CH3:1][O:2][C:3](=[O:14])[C:4]1[CH:9]=[CH:8][C:7]([C:10](=O)[CH2:11]Br)=[CH:6][CH:5]=1.[NH2:15][C:16]([NH2:18])=[S:17].C(O)(C)C.C(=O)([O-])[O-].[Na+].[Na+]. (2) Given the product [C:51]([C:2]1[CH:3]=[CH:4][C:5]2[N:16]([CH2:17][C:18]3[C:26]4[C:21](=[CH:22][CH:23]=[CH:24][CH:25]=4)[N:20]([C:27]4[CH:32]=[CH:31][CH:30]=[CH:29][C:28]=4[C:33]#[N:34])[N:19]=3)[C:15](=[O:35])[C@@H:14]([NH:36][C:37](=[O:49])[C@@H:38]([N:40]([CH3:48])[C:41](=[O:47])[O:42][C:43]([CH3:46])([CH3:45])[CH3:44])[CH3:39])[C:8]3([CH2:9][CH2:10][O:11][CH2:12][CH2:13]3)[O:7][C:6]=2[CH:50]=1)#[N:52], predict the reactants needed to synthesize it. The reactants are: Br[C:2]1[CH:3]=[CH:4][C:5]2[N:16]([CH2:17][C:18]3[C:26]4[C:21](=[CH:22][CH:23]=[CH:24][CH:25]=4)[N:20]([C:27]4[CH:32]=[CH:31][CH:30]=[CH:29][C:28]=4[C:33]#[N:34])[N:19]=3)[C:15](=[O:35])[C@@H:14]([NH:36][C:37](=[O:49])[C@@H:38]([N:40]([CH3:48])[C:41](=[O:47])[O:42][C:43]([CH3:46])([CH3:45])[CH3:44])[CH3:39])[C:8]3([CH2:13][CH2:12][O:11][CH2:10][CH2:9]3)[O:7][C:6]=2[CH:50]=1.[CH3:51][N:52](C=O)C.